Dataset: Forward reaction prediction with 1.9M reactions from USPTO patents (1976-2016). Task: Predict the product of the given reaction. (1) Given the reactants CS(O[CH:6]1[CH2:11][CH2:10][O:9][CH:8]([C:12]2[CH:13]=[N:14][C:15]([C:18]([F:21])([F:20])[F:19])=[CH:16][CH:17]=2)[CH2:7]1)(=O)=O.C([O-])([O-])=O.[K+].[K+].[F:28][C:29]([F:38])([F:37])[C:30]1[CH:31]=[C:32]([SH:36])[CH:33]=[CH:34][CH:35]=1.CCOC(C)=O, predict the reaction product. The product is: [F:21][C:18]([F:19])([F:20])[C:15]1[CH:16]=[CH:17][C:12]([CH:8]2[CH2:7][CH:6]([S:36][C:32]3[CH:33]=[CH:34][CH:35]=[C:30]([C:29]([F:28])([F:37])[F:38])[CH:31]=3)[CH2:11][CH2:10][O:9]2)=[CH:13][N:14]=1. (2) Given the reactants [Cl:1][C:2]1[CH:3]=[CH:4][C:5]2[N:6]([C:8]([S:15]([NH2:18])(=[O:17])=[O:16])=[C:9]([C:11]([F:14])([F:13])[F:12])[N:10]=2)[N:7]=1.CO[CH:21](OC)[N:22]([CH3:24])[CH3:23], predict the reaction product. The product is: [Cl:1][C:2]1[CH:3]=[CH:4][C:5]2[N:6]([C:8]([S:15]([N:18]=[CH:21][N:22]([CH3:24])[CH3:23])(=[O:17])=[O:16])=[C:9]([C:11]([F:12])([F:14])[F:13])[N:10]=2)[N:7]=1.